From a dataset of Peptide-MHC class I binding affinity with 185,985 pairs from IEDB/IMGT. Regression. Given a peptide amino acid sequence and an MHC pseudo amino acid sequence, predict their binding affinity value. This is MHC class I binding data. (1) The peptide sequence is TLMLVALLGA. The MHC is HLA-A02:17 with pseudo-sequence HLA-A02:17. The binding affinity (normalized) is 0.139. (2) The peptide sequence is TPENFSSLI. The MHC is HLA-B35:01 with pseudo-sequence HLA-B35:01. The binding affinity (normalized) is 0.0236.